Predict the product of the given reaction. From a dataset of Forward reaction prediction with 1.9M reactions from USPTO patents (1976-2016). Given the reactants C[O:2][C:3](=[O:24])[C:4]1[CH:9]=[C:8]([C:10]2[O:11][C:12]([CH:15]=[C:16]3[S:20][C:19](=[O:21])[NH:18][C:17]3=[O:22])=[CH:13][CH:14]=2)[CH:7]=[CH:6][C:5]=1[OH:23].[Li+].[OH-].Cl, predict the reaction product. The product is: [O:21]=[C:19]1[NH:18][C:17](=[O:22])[C:16](=[CH:15][C:12]2[O:11][C:10]([C:8]3[CH:7]=[CH:6][C:5]([OH:23])=[C:4]([CH:9]=3)[C:3]([OH:24])=[O:2])=[CH:14][CH:13]=2)[S:20]1.